From a dataset of Reaction yield outcomes from USPTO patents with 853,638 reactions. Predict the reaction yield, written as a fraction of the theoretical maximum amount of product (1.0 means a 100% yield; for example, 0.34 means a 34% yield). (1) The reactants are C([O-])([O-])=O.[Na+].[Na+].Cl[C:8]1[CH:15]=[CH:14][C:11]([C:12]#[N:13])=[CH:10][N:9]=1.[CH2:16]([C:23]1[C:32]2[C:27](=[CH:28][CH:29]=[CH:30][CH:31]=2)[C:26]([N:33]2[CH2:38][CH2:37][NH:36][C@H:35]([CH3:39])[CH2:34]2)=[N:25][N:24]=1)[C:17]1[CH:22]=[CH:21][CH:20]=[CH:19][CH:18]=1. The catalyst is CN(C=O)C.O1CCOCC1. The product is [CH2:16]([C:23]1[C:32]2[C:27](=[CH:28][CH:29]=[CH:30][CH:31]=2)[C:26]([N:33]2[CH2:38][CH2:37][N:36]([C:8]3[CH:15]=[CH:14][C:11]([C:12]#[N:13])=[CH:10][N:9]=3)[C@H:35]([CH3:39])[CH2:34]2)=[N:25][N:24]=1)[C:17]1[CH:18]=[CH:19][CH:20]=[CH:21][CH:22]=1. The yield is 0.420. (2) The reactants are [Li+].[OH-].[C:3]1([C@@H:9]2[CH2:11][C@H:10]2[NH:12][CH2:13][C:14]([O:16]C)=[O:15])[CH:8]=[CH:7][CH:6]=[CH:5][CH:4]=1.C1COCC1.[C:23](O[C:23]([O:25][C:26]([CH3:29])([CH3:28])[CH3:27])=[O:24])([O:25][C:26]([CH3:29])([CH3:28])[CH3:27])=[O:24]. The catalyst is O. The product is [C:26]([O:25][C:23]([N:12]([C@@H:10]1[CH2:11][C@H:9]1[C:3]1[CH:4]=[CH:5][CH:6]=[CH:7][CH:8]=1)[CH2:13][C:14]([OH:16])=[O:15])=[O:24])([CH3:29])([CH3:28])[CH3:27]. The yield is 0.833. (3) The reactants are [NH:1]1[CH:5]=[CH:4][CH:3]=[C:2]1[CH:6]=[O:7].[H-].[Na+].[C:10](O[C:10]([O:12][C:13]([CH3:16])([CH3:15])[CH3:14])=[O:11])([O:12][C:13]([CH3:16])([CH3:15])[CH3:14])=[O:11]. The catalyst is O1CCCC1. The product is [C:10]([N:1]1[CH:5]=[CH:4][CH:3]=[C:2]1[CH:6]=[O:7])([O:12][C:13]([CH3:16])([CH3:15])[CH3:14])=[O:11]. The yield is 0.170. (4) The reactants are O=[CH:2][CH2:3][C:4]1[C:12]2[C:7](=[C:8]([O:13]CC([O-])=O)[CH:9]=[CH:10][CH:11]=2)[NH:6][CH:5]=1.[NH2:18][C@@H:19]([CH3:29])[C@@H:20]([C:22]1[CH:27]=[CH:26][C:25]([OH:28])=[CH:24][CH:23]=1)[OH:21].[C:30]([O:33][BH-]([O:33][C:30](=[O:32])[CH3:31])[O:33][C:30](=[O:32])[CH3:31])(=[O:32])[CH3:31].[Na+].O. The catalyst is C(Cl)Cl. The product is [C:30]([O:33][O:13][C:8]1[CH:9]=[CH:10][CH:11]=[C:12]2[C:7]=1[NH:6][CH:5]=[C:4]2[CH2:3][CH2:2][NH:18][C@@H:19]([CH3:29])[C@H:20]([OH:21])[C:22]1[CH:27]=[CH:26][C:25]([OH:28])=[CH:24][CH:23]=1)(=[O:32])[CH3:31]. The yield is 0.730. (5) The reactants are [Cl:1][C:2]1[CH:7]=[CH:6][C:5]([C:8]2[N:9]=[C:10]([C:13]([CH3:17])([CH3:16])[CH2:14][NH2:15])[S:11][CH:12]=2)=[CH:4][CH:3]=1.[F:18][C:19]([F:35])([F:34])[C:20]1[O:24][N:23]=[C:22]([C:25]2[CH:26]=[C:27]([CH:31]=[CH:32][N:33]=2)[C:28](O)=[O:29])[N:21]=1. No catalyst specified. The product is [Cl:1][C:2]1[CH:3]=[CH:4][C:5]([C:8]2[N:9]=[C:10]([C:13]([CH3:17])([CH3:16])[CH2:14][NH:15][C:28](=[O:29])[C:27]3[CH:31]=[CH:32][N:33]=[C:25]([C:22]4[N:21]=[C:20]([C:19]([F:35])([F:34])[F:18])[O:24][N:23]=4)[CH:26]=3)[S:11][CH:12]=2)=[CH:6][CH:7]=1. The yield is 0.330.